From a dataset of Full USPTO retrosynthesis dataset with 1.9M reactions from patents (1976-2016). Predict the reactants needed to synthesize the given product. (1) Given the product [C:1]([C:5]1[CH:6]=[C:7]([CH:12]=[C:13]([CH:15]=[O:16])[CH:14]=1)[C:8]([OH:10])=[O:9])([CH3:4])([CH3:2])[CH3:3], predict the reactants needed to synthesize it. The reactants are: [C:1]([C:5]1[CH:6]=[C:7]([CH:12]=[C:13]([CH:15]=[O:16])[CH:14]=1)[C:8]([O:10]C)=[O:9])([CH3:4])([CH3:3])[CH3:2].O.[OH-].[Li+].Cl. (2) Given the product [C:28]([O:1][C:2]1[CH:3]=[CH:4][C:5]([S:14](=[O:26])(=[O:27])[NH:15][C:16]2[CH:17]=[CH:18][C:19]3[CH2:23][O:22][B:21]([OH:24])[C:20]=3[CH:25]=2)=[C:6]([NH:8][C:9]([O:10][CH2:11][CH3:12])=[O:13])[CH:7]=1)(=[O:33])[C:29]([CH3:32])([CH3:31])[CH3:30], predict the reactants needed to synthesize it. The reactants are: [OH:1][C:2]1[CH:3]=[CH:4][C:5]([S:14](=[O:27])(=[O:26])[NH:15][C:16]2[CH:17]=[CH:18][C:19]3[CH2:23][O:22][B:21]([OH:24])[C:20]=3[CH:25]=2)=[C:6]([NH:8][C:9](=[O:13])[O:10][CH2:11][CH3:12])[CH:7]=1.[C:28](Cl)(=[O:33])[C:29]([CH3:32])([CH3:31])[CH3:30].O.